From a dataset of Cav3 T-type calcium channel HTS with 100,875 compounds. Binary Classification. Given a drug SMILES string, predict its activity (active/inactive) in a high-throughput screening assay against a specified biological target. The result is 0 (inactive). The drug is O1C23C(C(C1C=C3)C(=O)Nc1ccc(cc1)C)C(=O)N(C2)Cc1cccnc1.